From a dataset of Full USPTO retrosynthesis dataset with 1.9M reactions from patents (1976-2016). Predict the reactants needed to synthesize the given product. (1) Given the product [CH3:8][O:7][C:5]([C:4]1[CH:11]=[CH:10][S:9][CH:3]=1)=[O:6], predict the reactants needed to synthesize it. The reactants are: CO[CH:3]=[CH:4][C:5]([O:7][CH3:8])=[O:6].[S:9]1CC(O)S[CH2:11][CH:10]1O. (2) Given the product [CH3:56][O:55][C:49]1[CH:48]=[C:47]([N:37]2[C:36](=[O:57])[N:5]([CH2:4][C:3]3[C:2]([F:1])=[CH:9][C:8]([F:10])=[CH:7][C:6]=3[F:11])[C:40]3[N:41]=[CH:42][CH:43]=[CH:44][C:39]=3[S:38]2(=[O:45])=[O:46])[CH:52]=[C:51]([O:13][CH3:12])[N:26]=1, predict the reactants needed to synthesize it. The reactants are: [F:1][C:2]1[CH:9]=[C:8]([F:10])[CH:7]=[C:6]([F:11])[C:3]=1[CH2:4][NH2:5].[C:12](N1C=CN=C1)(N1C=CN=C1)=[O:13].C([N:26](CC)CC)C.FC1C=C(OC)C=C(F)C=1CN1[C:40]2[N:41]=[CH:42][CH:43]=[CH:44][C:39]=2[S:38](=[O:46])(=[O:45])[N:37]([C:47]2[CH:52]=[CH:51]C(OC)=[C:49]([O:55][CH3:56])[CH:48]=2)[C:36]1=[O:57]. (3) Given the product [S:1]1[C:2]2[C:3]([C:4]([O:6][CH3:23])=[O:5])=[CH:7][CH:8]=[CH:9][C:10]=2[CH:15]=[CH:14]1, predict the reactants needed to synthesize it. The reactants are: [SH:1][C:2]1[CH:10]=[CH:9][CH:8]=[CH:7][C:3]=1[C:4]([OH:6])=[O:5].[OH-].[Na+].Br[CH2:14][CH:15](OCC)OCC.O.[CH2:23](O)C. (4) Given the product [CH2:40]([N:42]([CH2:46][CH3:47])[CH2:43][CH2:44][NH:45][C:8]([C:7]1[CH:6]=[C:5]([CH3:11])[NH:4][C:3]=1[CH:1]=[O:2])=[O:10])[CH3:41], predict the reactants needed to synthesize it. The reactants are: [CH:1]([C:3]1[NH:4][C:5]([CH3:11])=[CH:6][C:7]=1[C:8]([OH:10])=O)=[O:2].C(N=C=NCCCN(C)C)C.ON1C2C=CC=CC=2N=N1.C(N(CC)CC)C.[CH2:40]([N:42]([CH2:46][CH3:47])[CH2:43][CH2:44][NH2:45])[CH3:41]. (5) Given the product [C:40]([N:34]1[CH2:39][CH2:38][N:37]([C:70](=[O:71])[CH2:69][N:62]([CH:63]2[CH2:68][CH2:67][CH2:66][CH2:65][CH2:64]2)[C:48]2([CH2:54][C:55]3[CH:60]=[CH:59][CH:58]=[C:57]([Cl:61])[CH:56]=3)[C:47]3[C:51](=[CH:52][C:44]([Cl:43])=[CH:45][CH:46]=3)[NH:50][C:49]2=[O:53])[CH2:36][CH2:35]1)(=[O:42])[CH3:41], predict the reactants needed to synthesize it. The reactants are: CCN(C(C)C)C(C)C.CN(C(ON1N=NC2C=CC=NC1=2)=[N+](C)C)C.F[P-](F)(F)(F)(F)F.[N:34]1([C:40](=[O:42])[CH3:41])[CH2:39][CH2:38][NH:37][CH2:36][CH2:35]1.[Cl:43][C:44]1[CH:52]=[C:51]2[C:47]([C:48]([N:62]([CH2:69][C:70](O)=[O:71])[CH:63]3[CH2:68][CH2:67][CH2:66][CH2:65][CH2:64]3)([CH2:54][C:55]3[CH:60]=[CH:59][CH:58]=[C:57]([Cl:61])[CH:56]=3)[C:49](=[O:53])[NH:50]2)=[CH:46][CH:45]=1. (6) The reactants are: Br[C:2]1[N:7]=[C:6]([C:8]([O:10][CH3:11])=[O:9])[CH:5]=[CH:4][C:3]=1[F:12].[F:13][C:14]1[CH:15]=[C:16]([C:30]2([OH:33])[CH2:32][CH2:31]2)[CH:17]=[C:18]([F:29])[C:19]=1B1OC(C)(C)C(C)(C)O1. Given the product [F:13][C:14]1[CH:15]=[C:16]([C:30]2([OH:33])[CH2:31][CH2:32]2)[CH:17]=[C:18]([F:29])[C:19]=1[C:2]1[N:7]=[C:6]([C:8]([O:10][CH3:11])=[O:9])[CH:5]=[CH:4][C:3]=1[F:12], predict the reactants needed to synthesize it. (7) Given the product [CH2:3]([OH:17])[C@@H:4]([OH:16])[C@@H:5]([OH:15])[C@H:6]([OH:14])[C@@H:7]([OH:13])[CH:8]([OH:12])[C:9]([O-:11])=[O:10].[CH2:18]([OH:32])[C@@H:19]([OH:31])[C@@H:20]([OH:30])[C@H:21]([OH:29])[C@@H:22]([OH:28])[CH:23]([OH:27])[C:24]([O-:26])=[O:25].[Ca+2:33], predict the reactants needed to synthesize it. The reactants are: [OH-].[Na+].[CH2:3]([OH:17])[C@@H:4]([OH:16])[C@@H:5]([OH:15])[C@H:6]([OH:14])[C@@H:7]([OH:13])[CH:8]([OH:12])[C:9]([O-:11])=[O:10].[CH2:18]([OH:32])[C@@H:19]([OH:31])[C@@H:20]([OH:30])[C@H:21]([OH:29])[C@@H:22]([OH:28])[CH:23]([OH:27])[C:24]([O-:26])=[O:25].[Ca+2:33].C([O-])(=O)C. (8) The reactants are: [Br:1][C:2]1[CH:7]=[CH:6][C:5]([C:8]2[C:17](=O)[C:16]3[C:11](=[CH:12][C:13]([OH:20])=[C:14]([Cl:19])[CH:15]=3)[O:10][CH:9]=2)=[CH:4][CH:3]=1.[NH:21]([CH2:23][CH2:24][OH:25])[NH2:22]. Given the product [Br:1][C:2]1[CH:7]=[CH:6][C:5]([C:8]2[C:17]([C:16]3[CH:15]=[C:14]([Cl:19])[C:13]([OH:20])=[CH:12][C:11]=3[OH:10])=[N:22][N:21]([CH2:23][CH2:24][OH:25])[CH:9]=2)=[CH:4][CH:3]=1, predict the reactants needed to synthesize it.